From a dataset of Forward reaction prediction with 1.9M reactions from USPTO patents (1976-2016). Predict the product of the given reaction. (1) Given the reactants O1CC(=O)C1.[CH:6]1([S:9]([NH:12][C:13]([C@@:15]23[CH2:30][C@H:29]2[CH:28]=[CH:27][CH2:26][CH2:25][C@H:24]([CH3:31])[CH2:23][C@@H:22]([CH3:32])[C@H:21]([NH:33][C:34](=[O:40])[O:35][C:36]([CH3:39])([CH3:38])[CH3:37])[C:20](=[O:41])[N:19]2[CH2:42][C@H:43]([O:45][C:46]4[C:55]5[C:50](=[CH:51][CH:52]=[CH:53][CH:54]=5)[C:49]([O:56][CH3:57])=[CH:48][N:47]=4)[CH2:44][C@H:18]2[C:17](=[O:58])[NH:16]3)=[O:14])(=[O:11])=[O:10])[CH2:8][CH2:7]1, predict the reaction product. The product is: [CH:6]1([S:9]([NH:12][C:13]([C@@:15]23[CH2:30][C@H:29]2[CH:28]=[CH:27][CH2:26][CH2:25][C@@H:24]([CH3:31])[CH2:23][C@@H:22]([CH3:32])[C@H:21]([NH:33][C:34](=[O:40])[O:35][C:36]([CH3:39])([CH3:37])[CH3:38])[C:20](=[O:41])[N:19]2[CH2:42][C@H:43]([O:45][C:46]4[C:55]5[C:50](=[CH:51][CH:52]=[CH:53][CH:54]=5)[C:49]([O:56][CH3:57])=[CH:48][N:47]=4)[CH2:44][C@H:18]2[C:17](=[O:58])[NH:16]3)=[O:14])(=[O:10])=[O:11])[CH2:7][CH2:8]1. (2) Given the reactants [Br:1][C:2]1[CH:10]=[C:9]([N+:11]([O-:13])=[O:12])[C:8]([OH:14])=[C:7]2[C:3]=1[CH2:4][CH2:5][C:6]2=[O:15].N12CCCN=C1CCCC[CH2:17]2.IC.C(=O)([O-])O.[Na+], predict the reaction product. The product is: [Br:1][C:2]1[CH:10]=[C:9]([N+:11]([O-:13])=[O:12])[C:8]([O:14][CH3:17])=[C:7]2[C:3]=1[CH2:4][CH2:5][C:6]2=[O:15]. (3) Given the reactants Cl[C:2]1[CH:3]=[CH:4][C:5]2[N:6]=[C:7]([CH2:20][S:21]([CH3:24])(=[O:23])=[O:22])[N:8]3[C:16]4[CH:15]=[CH:14][CH:13]=[C:12]([F:17])[C:11]=4[CH:10]=[C:9]3[C:18]=2[N:19]=1.[F:25][C:26]1[CH:31]=[CH:30][C:29]([C:32]2[O:33][C:34]3[CH:44]=[C:43]([N:45]([CH3:50])[S:46]([CH3:49])(=[O:48])=[O:47])[C:42](B4OC(C)(C)C(C)(C)O4)=[CH:41][C:35]=3[C:36]=2[C:37]([NH:39][CH3:40])=[O:38])=[CH:28][CH:27]=1.C([O-])([O-])=O.[K+].[K+].CC(C1C=C(C(C)C)C(C2C=CC=CC=2P(C2CCCCC2)C2CCCCC2)=C(C(C)C)C=1)C, predict the reaction product. The product is: [F:17][C:12]1[C:11]2[CH:10]=[C:9]3[C:18]4[N:19]=[C:2]([C:42]5[C:43]([N:45]([CH3:50])[S:46]([CH3:49])(=[O:48])=[O:47])=[CH:44][C:34]6[O:33][C:32]([C:29]7[CH:30]=[CH:31][C:26]([F:25])=[CH:27][CH:28]=7)=[C:36]([C:37]([NH:39][CH3:40])=[O:38])[C:35]=6[CH:41]=5)[CH:3]=[CH:4][C:5]=4[N:6]=[C:7]([CH2:20][S:21]([CH3:24])(=[O:23])=[O:22])[N:8]3[C:16]=2[CH:15]=[CH:14][CH:13]=1. (4) Given the reactants [Br:1][C:2]1[CH:3]=[C:4]([CH:8]([C:23]2[CH:28]=[CH:27][CH:26]=[CH:25][CH:24]=2)[N:9]2[CH2:14][CH2:13][N:12]([CH2:15][C:16]([O:18]C(C)(C)C)=[O:17])[CH2:11][CH2:10]2)[CH:5]=[CH:6][CH:7]=1.Cl, predict the reaction product. The product is: [NH3:9].[Br:1][C:2]1[CH:3]=[C:4]([CH:8]([C:23]2[CH:28]=[CH:27][CH:26]=[CH:25][CH:24]=2)[N:9]2[CH2:10][CH2:11][N:12]([CH2:15][C:16]([OH:18])=[O:17])[CH2:13][CH2:14]2)[CH:5]=[CH:6][CH:7]=1. (5) Given the reactants [Br:1][C:2]1[CH:10]=[CH:9][C:5]([C:6]([OH:8])=O)=[C:4]([F:11])[CH:3]=1.CN(C(ON1N=NC2C=CC=CC1=2)=[N+](C)C)C.F[P-](F)(F)(F)(F)F.[CH3:36][N:37]1[CH2:42][CH2:41][CH:40]([NH2:43])[CH2:39][CH2:38]1.CCN(C(C)C)C(C)C, predict the reaction product. The product is: [Br:1][C:2]1[CH:10]=[CH:9][C:5]([C:6]([NH:43][CH:40]2[CH2:41][CH2:42][N:37]([CH3:36])[CH2:38][CH2:39]2)=[O:8])=[C:4]([F:11])[CH:3]=1. (6) Given the reactants [NH2:1][C:2]1[CH:7]=[CH:6][C:5]([S:8][CH2:9][C:10]2[CH:15]=[CH:14][CH:13]=[CH:12][CH:11]=2)=[CH:4][C:3]=1/[CH:16]=[CH:17]/[C:18]([O:20][CH2:21][CH3:22])=[O:19].[Cl:23][C:24]1[C:29]([Cl:30])=[CH:28][C:27](I)=[C:26]([O:32][CH3:33])[N:25]=1.C(=O)([O-])[O-].[Cs+].[Cs+], predict the reaction product. The product is: [CH2:9]([S:8][C:5]1[CH:6]=[CH:7][C:2]([NH:1][C:27]2[C:26]([O:32][CH3:33])=[N:25][C:24]([Cl:23])=[C:29]([Cl:30])[CH:28]=2)=[C:3](/[CH:16]=[CH:17]/[C:18]([O:20][CH2:21][CH3:22])=[O:19])[CH:4]=1)[C:10]1[CH:15]=[CH:14][CH:13]=[CH:12][CH:11]=1.